This data is from Forward reaction prediction with 1.9M reactions from USPTO patents (1976-2016). The task is: Predict the product of the given reaction. (1) Given the reactants [NH2:1][C:2]1[CH:7]=[CH:6][CH:5]=[CH:4][CH:3]=1.[C:8]1(=[O:14])S[C:11](=[O:12])[CH2:10][CH2:9]1.[CH2:15]([NH:22]S(C1C=CC([N+]([O-])=O)=CC=1[N+]([O-])=O)(=O)=O)[C:16]1[CH:21]=[CH:20][CH:19]=[CH:18][CH:17]=1, predict the reaction product. The product is: [C:2]1([NH:1][C:8](=[O:14])[CH2:9][CH2:10][C:11]([NH:22][CH2:15][C:16]2[CH:21]=[CH:20][CH:19]=[CH:18][CH:17]=2)=[O:12])[CH:7]=[CH:6][CH:5]=[CH:4][CH:3]=1. (2) Given the reactants [NH:1]1[CH:5]=[C:4]([C:6]2[C:7]([C:12]3[CH:17]=[CH:16][C:15]([F:18])=[CH:14][CH:13]=3)=[N:8][O:9][C:10]=2[CH3:11])[N:3]=[CH:2]1.[Br:19][C:20]1[CH:25]=[CH:24][C:23](B(O)O)=[CH:22][CH:21]=1, predict the reaction product. The product is: [Br:19][C:20]1[CH:25]=[CH:24][C:23]([N:1]2[CH:5]=[C:4]([C:6]3[C:7]([C:12]4[CH:17]=[CH:16][C:15]([F:18])=[CH:14][CH:13]=4)=[N:8][O:9][C:10]=3[CH3:11])[N:3]=[CH:2]2)=[CH:22][CH:21]=1.